Task: Predict the reactants needed to synthesize the given product.. Dataset: Full USPTO retrosynthesis dataset with 1.9M reactions from patents (1976-2016) (1) Given the product [ClH:42].[NH2:8][CH2:9][CH2:10][C:11]1[CH:12]=[CH:13][C:14]([C:17]2[CH:22]=[CH:21][C:20]([O:23][CH:24]([CH3:33])[CH2:25][NH:26][S:27]([CH:30]([CH3:31])[CH3:32])(=[O:29])=[O:28])=[CH:19][CH:18]=2)=[CH:15][CH:16]=1, predict the reactants needed to synthesize it. The reactants are: C(OC([NH:8][CH2:9][CH2:10][C:11]1[CH:16]=[CH:15][C:14]([C:17]2[CH:22]=[CH:21][C:20]([O:23][CH:24]([CH3:33])[CH2:25][NH:26][S:27]([CH:30]([CH3:32])[CH3:31])(=[O:29])=[O:28])=[CH:19][CH:18]=2)=[CH:13][CH:12]=1)=O)(C)(C)C.FC(F)(F)C(O)=O.C(Cl)[Cl:42]. (2) The reactants are: [C:1]([O:5][C:6](=[O:39])[NH:7][C@H:8]1[CH2:13][CH2:12][C@H:11]([O:14][C:15]2[CH:20]=[CH:19][CH:18]=[C:17]([C:21](=[O:37])[NH:22][CH2:23][C:24]3[C:25]([O:35][CH3:36])=[N:26][C:27]([CH3:34])=[CH:28][C:29]=3[CH2:30][CH2:31][CH:32]=[CH2:33])[C:16]=2Br)[CH2:10][CH2:9]1)([CH3:4])([CH3:3])[CH3:2].[K+].[CH2:41]([B-](F)(F)F)[CH:42]=[CH2:43].[F-].[Cs+]. Given the product [C:1]([O:5][C:6](=[O:39])[NH:7][C@H:8]1[CH2:13][CH2:12][C@H:11]([O:14][C:15]2[CH:20]=[CH:19][CH:18]=[C:17]([C:21](=[O:37])[NH:22][CH2:23][C:24]3[C:25]([O:35][CH3:36])=[N:26][C:27]([CH3:34])=[CH:28][C:29]=3[CH2:30][CH2:31][CH:32]=[CH2:33])[C:16]=2[CH2:43][CH:42]=[CH2:41])[CH2:10][CH2:9]1)([CH3:4])([CH3:3])[CH3:2], predict the reactants needed to synthesize it. (3) Given the product [C:11]([O:15][C:16]([N:17]1[C:18]([C:22]2[CH:27]=[CH:26][CH:25]=[C:24]([Br:28])[N:23]=2)([CH3:21])[CH2:19][O:20][S:1]1=[O:2])=[O:29])([CH3:12])([CH3:13])[CH3:14], predict the reactants needed to synthesize it. The reactants are: [S:1](Cl)(Cl)=[O:2].N1C=CC=CC=1.[C:11]([O:15][C:16](=[O:29])[NH:17][C:18]([C:22]1[CH:27]=[CH:26][CH:25]=[C:24]([Br:28])[N:23]=1)([CH3:21])[CH2:19][OH:20])([CH3:14])([CH3:13])[CH3:12].Cl. (4) Given the product [CH2:29]([NH:41][O:25][C:24](=[O:26])[CH2:23][CH2:22][CH2:21][CH2:20][CH2:19][CH2:18][C:17]([NH:16][C:13]1[CH:12]=[CH:11][C:10]([CH2:9][NH:8][C:6](=[O:7])[O:5][C:1]([CH3:4])([CH3:2])[CH3:3])=[CH:15][CH:14]=1)=[O:27])[C:30]1[CH:35]=[CH:34][CH:33]=[CH:32][CH:31]=1, predict the reactants needed to synthesize it. The reactants are: [C:1]([O:5][C:6]([NH:8][CH2:9][C:10]1[CH:15]=[CH:14][C:13]([NH:16][C:17](=[O:27])[CH2:18][CH2:19][CH2:20][CH2:21][CH2:22][CH2:23][C:24]([OH:26])=[O:25])=[CH:12][CH:11]=1)=[O:7])([CH3:4])([CH3:3])[CH3:2].Cl.[CH2:29](ON)[C:30]1[CH:35]=[CH:34][CH:33]=[CH:32][CH:31]=1.C([N:41](C(C)C)CC)(C)C.F[P-](F)(F)(F)(F)F.Br[P+](N1CCCC1)(N1CCCC1)N1CCCC1. (5) The reactants are: [NH2:1][C:2]1[CH:7]=[C:6]([O:8][C:9]2[CH:14]=[CH:13][C:12]([NH2:15])=[C:11]([Cl:16])[CH:10]=2)[CH:5]=[CH:4][N:3]=1.CN([P+](ON1N=NC2C=CC=CC1=2)(N(C)C)N(C)C)C.F[P-](F)(F)(F)(F)F.C(N(CC)CC)C.[C:51]([O:55][C:56]([N:58]1[CH2:63][CH2:62][CH:61]([CH2:64][C:65](O)=[O:66])[CH2:60][CH2:59]1)=[O:57])([CH3:54])([CH3:53])[CH3:52]. Given the product [NH2:15][C:12]1[CH:13]=[CH:14][C:9]([O:8][C:6]2[CH:5]=[CH:4][N:3]=[C:2]([NH:1][C:65](=[O:66])[CH2:64][CH:61]3[CH2:62][CH2:63][N:58]([C:56]([O:55][C:51]([CH3:53])([CH3:52])[CH3:54])=[O:57])[CH2:59][CH2:60]3)[CH:7]=2)=[CH:10][C:11]=1[Cl:16], predict the reactants needed to synthesize it. (6) Given the product [Cl:1][C:2]1[CH:3]=[CH:4][C:5]([C:8]([CH3:13])([CH3:12])[C:9]([NH:19][C:15]2[O:44][C:28]([C:29]([NH:31][C:32]3[CH:33]=[CH:34][C:35]([N:38]4[CH2:39][CH2:40][O:41][CH2:42][CH2:43]4)=[CH:36][CH:37]=3)=[O:30])=[N:26][N:27]=2)=[O:11])=[CH:6][CH:7]=1, predict the reactants needed to synthesize it. The reactants are: [Cl:1][C:2]1[CH:7]=[CH:6][C:5]([C:8]([CH3:13])([CH3:12])[C:9]([OH:11])=O)=[CH:4][CH:3]=1.Cl[C:15]([N:19](C)C)=C(C)C.[S-]C#N.[K+].[NH:26]([C:28](=[O:44])[C:29]([NH:31][C:32]1[CH:37]=[CH:36][C:35]([N:38]2[CH2:43][CH2:42][O:41][CH2:40][CH2:39]2)=[CH:34][CH:33]=1)=[O:30])[NH2:27].C1N=CN(C(N2C=NC=C2)=O)C=1.